This data is from Reaction yield outcomes from USPTO patents with 853,638 reactions. The task is: Predict the reaction yield, written as a fraction of the theoretical maximum amount of product (1.0 means a 100% yield; for example, 0.34 means a 34% yield). (1) The reactants are Br[C:2]1[C:3]([CH3:12])=[N:4][C:5]([O:10]C)=[C:6]([CH2:8][CH3:9])[CH:7]=1.C(=O)([O-])[O-].[K+].[K+].[NH:19]1[CH:23]=[CH:22][N:21]=[N:20]1. The catalyst is [Cu](I)I. The product is [CH2:8]([C:6]1[C:5](=[O:10])[NH:4][C:3]([CH3:12])=[C:2]([N:20]2[N:21]=[CH:22][CH:23]=[N:19]2)[CH:7]=1)[CH3:9]. The yield is 0.110. (2) The reactants are [Br:1][C:2]1[CH:3]=[N:4][C:5]2[N:6]([N:8]=[C:9]([C:11]([OH:13])=O)[CH:10]=2)[CH:7]=1.[C:14]1([C:20]2[C:24]3[CH2:25][NH:26][CH2:27][CH2:28][C:23]=3[O:22][N:21]=2)[CH:19]=[CH:18][CH:17]=[CH:16][CH:15]=1. No catalyst specified. The product is [Br:1][C:2]1[CH:3]=[N:4][C:5]2[N:6]([N:8]=[C:9]([C:11]([N:26]3[CH2:27][CH2:28][C:23]4[O:22][N:21]=[C:20]([C:14]5[CH:15]=[CH:16][CH:17]=[CH:18][CH:19]=5)[C:24]=4[CH2:25]3)=[O:13])[CH:10]=2)[CH:7]=1. The yield is 0.690. (3) The reactants are [Br:1][C:2]1[CH:10]=[CH:9][CH:8]=[C:7]2[C:3]=1[C:4]([C:11](=[O:16])[C:12]([F:15])([F:14])[F:13])=[CH:5][NH:6]2.[H-].[Na+].[F:19][C:20]([F:33])([F:32])[O:21][CH2:22][CH2:23]OS(C(F)(F)F)(=O)=O. The catalyst is C1COCC1. The product is [Br:1][C:2]1[CH:10]=[CH:9][CH:8]=[C:7]2[C:3]=1[C:4]([C:11](=[O:16])[C:12]([F:14])([F:15])[F:13])=[CH:5][N:6]2[CH2:23][CH2:22][O:21][C:20]([F:33])([F:32])[F:19]. The yield is 0.800.